Dataset: Catalyst prediction with 721,799 reactions and 888 catalyst types from USPTO. Task: Predict which catalyst facilitates the given reaction. (1) Reactant: [NH2:1][C:2]1[C:11]([N:12]2[CH2:17][CH2:16][O:15][CH2:14][CH2:13]2)=[CH:10][C:9]2[C:4](=[CH:5][CH:6]=[C:7]([C:18]3[C:23]([C:24]#[C:25][C:26]([CH3:29])([CH3:28])[CH3:27])=[CH:22][CH:21]=[CH:20][C:19]=3[C:30]([N:32]3[CH2:36][CH2:35][CH2:34][CH2:33]3)=[O:31])[CH:8]=2)[N:3]=1. Product: [NH2:1][C:2]1[C:11]([N:12]2[CH2:17][CH2:16][O:15][CH2:14][CH2:13]2)=[CH:10][C:9]2[C:4](=[CH:5][CH:6]=[C:7]([C:18]3[C:23]([CH2:24][CH2:25][C:26]([CH3:29])([CH3:28])[CH3:27])=[CH:22][CH:21]=[CH:20][C:19]=3[C:30]([N:32]3[CH2:33][CH2:34][CH2:35][CH2:36]3)=[O:31])[CH:8]=2)[N:3]=1. The catalyst class is: 29. (2) Reactant: [Br:1][C:2]1[CH:3]=[N:4][C:5](F)=[CH:6][CH:7]=1.[NH:9]1[CH2:15][CH2:14][CH2:13][NH:12][CH2:11][C:10]1=[O:16].C(N(CC)CC)C. Product: [Br:1][C:2]1[CH:7]=[CH:6][C:5]([N:12]2[CH2:13][CH2:14][CH2:15][NH:9][C:10](=[O:16])[CH2:11]2)=[N:4][CH:3]=1. The catalyst class is: 675. (3) Reactant: [NH3:1].[CH2:2]([O:4][C:5]([C:7]1[C:8]2[S:16][CH:15]=[C:14]([CH2:17][O:18][C:19]3[CH:24]=[C:23]([C:25]4[O:26][C:27]([CH3:30])=[N:28][N:29]=4)[CH:22]=[CH:21][C:20]=3[CH3:31])[C:9]=2[C:10](Cl)=[N:11][CH:12]=1)=[O:6])[CH3:3]. Product: [CH2:2]([O:4][C:5]([C:7]1[C:8]2[S:16][CH:15]=[C:14]([CH2:17][O:18][C:19]3[CH:24]=[C:23]([C:25]4[O:26][C:27]([CH3:30])=[N:28][N:29]=4)[CH:22]=[CH:21][C:20]=3[CH3:31])[C:9]=2[C:10]([NH2:1])=[N:11][CH:12]=1)=[O:6])[CH3:3]. The catalyst class is: 41.